Dataset: Reaction yield outcomes from USPTO patents with 853,638 reactions. Task: Predict the reaction yield, written as a fraction of the theoretical maximum amount of product (1.0 means a 100% yield; for example, 0.34 means a 34% yield). (1) The reactants are Cl.[CH3:2][C:3]1[CH:8]=[CH:7][C:6]([CH3:9])=[CH:5][C:4]=1[NH:10][NH2:11].C(O[CH:15]=[C:16]([C:19]#[N:20])[C:17]#[N:18])C. The catalyst is CO. The product is [NH2:20][C:19]1[N:10]([C:4]2[CH:5]=[C:6]([CH3:9])[CH:7]=[CH:8][C:3]=2[CH3:2])[N:11]=[CH:15][C:16]=1[C:17]#[N:18]. The yield is 0.900. (2) The reactants are [CH:1]1([C:4]([C:6]2[CH:11]=[CH:10][C:9]([N:12]3[CH2:16][CH2:15][N:14]([C:17]4[CH:18]=[N:19][CH:20]=[CH:21][C:22]=4[CH3:23])[C:13]3=[O:24])=[CH:8][C:7]=2F)=O)[CH2:3][CH2:2]1.CO.O.[NH2:29][NH2:30]. The catalyst is C(Cl)(Cl)Cl. The product is [CH:1]1([C:4]2[C:6]3[C:7](=[CH:8][C:9]([N:12]4[CH2:16][CH2:15][N:14]([C:17]5[CH:18]=[N:19][CH:20]=[CH:21][C:22]=5[CH3:23])[C:13]4=[O:24])=[CH:10][CH:11]=3)[NH:30][N:29]=2)[CH2:3][CH2:2]1. The yield is 0.320.